From a dataset of Catalyst prediction with 721,799 reactions and 888 catalyst types from USPTO. Predict which catalyst facilitates the given reaction. Reactant: [N:1]([C:4]1[CH:9]=[C:8]([Br:10])[N:7]=[C:6]([C:11]([O:13][CH3:14])=[O:12])[C:5]=1[O:15][CH3:16])=[N+]=[N-].[BH4-].[Na+].C(OCC)(=O)C.O. Product: [NH2:1][C:4]1[CH:9]=[C:8]([Br:10])[N:7]=[C:6]([C:11]([O:13][CH3:14])=[O:12])[C:5]=1[O:15][CH3:16]. The catalyst class is: 5.